This data is from NCI-60 drug combinations with 297,098 pairs across 59 cell lines. The task is: Regression. Given two drug SMILES strings and cell line genomic features, predict the synergy score measuring deviation from expected non-interaction effect. Drug 1: CC1=C2C(C(=O)C3(C(CC4C(C3C(C(C2(C)C)(CC1OC(=O)C(C(C5=CC=CC=C5)NC(=O)OC(C)(C)C)O)O)OC(=O)C6=CC=CC=C6)(CO4)OC(=O)C)OC)C)OC. Drug 2: C1CCN(CC1)CCOC2=CC=C(C=C2)C(=O)C3=C(SC4=C3C=CC(=C4)O)C5=CC=C(C=C5)O. Cell line: HOP-92. Synergy scores: CSS=44.1, Synergy_ZIP=13.5, Synergy_Bliss=14.8, Synergy_Loewe=-4.22, Synergy_HSA=15.7.